From a dataset of Forward reaction prediction with 1.9M reactions from USPTO patents (1976-2016). Predict the product of the given reaction. (1) Given the reactants [Br:1][C:2]1[S:3][CH:4]=[CH:5][C:6]=1[C:7]([OH:9])=[O:8].Cl.[CH3:11]O, predict the reaction product. The product is: [Br:1][C:2]1[S:3][CH:4]=[CH:5][C:6]=1[C:7]([O:9][CH3:11])=[O:8]. (2) Given the reactants [Cl:1][C:2]1[N:7]=[C:6]([O:8][CH2:9][CH2:10][CH2:11][CH2:12][OH:13])[CH:5]=[CH:4][CH:3]=1.C(N(CC)CC)C.[CH3:21][C:22]1[CH:27]=[CH:26][C:25]([S:28](Cl)(=[O:30])=[O:29])=[CH:24][CH:23]=1, predict the reaction product. The product is: [CH3:21][C:22]1[CH:27]=[CH:26][C:25]([S:28]([O:13][CH2:12][CH2:11][CH2:10][CH2:9][O:8][C:6]2[CH:5]=[CH:4][CH:3]=[C:2]([Cl:1])[N:7]=2)(=[O:30])=[O:29])=[CH:24][CH:23]=1. (3) Given the reactants [CH3:1][C:2]1[CH:10]=[CH:9][CH:8]=[CH:7][C:3]=1[C:4]([OH:6])=O.[CH3:11][N:12]1[CH2:17][CH2:16][C:15]([CH2:24][NH2:25])([C:18]2[CH:23]=[CH:22][CH:21]=[CH:20][CH:19]=2)[CH2:14][CH2:13]1, predict the reaction product. The product is: [CH3:1][C:2]1[CH:10]=[CH:9][CH:8]=[CH:7][C:3]=1[C:4]([NH:25][CH2:24][C:15]1([C:18]2[CH:23]=[CH:22][CH:21]=[CH:20][CH:19]=2)[CH2:14][CH2:13][N:12]([CH3:11])[CH2:17][CH2:16]1)=[O:6]. (4) Given the reactants [Cl:1][C:2]1[CH:3]=[C:4]([CH2:14][C:15]2[O:19][C:18]([C:20](O)=[O:21])=[CH:17][CH:16]=2)[C:5]2[O:9][C:8]([CH:10]([CH3:12])[CH3:11])=[CH:7][C:6]=2[CH:13]=1.C(Cl)(=O)C(Cl)=O.[NH2:29][CH2:30][CH:31]1[CH2:36][CH2:35][N:34]([C:37]([O:39][C:40]([CH3:43])([CH3:42])[CH3:41])=[O:38])[CH2:33][CH2:32]1.N1C=CC=CC=1, predict the reaction product. The product is: [Cl:1][C:2]1[CH:3]=[C:4]([CH2:14][C:15]2[O:19][C:18]([C:20]([NH:29][CH2:30][CH:31]3[CH2:36][CH2:35][N:34]([C:37]([O:39][C:40]([CH3:43])([CH3:42])[CH3:41])=[O:38])[CH2:33][CH2:32]3)=[O:21])=[CH:17][CH:16]=2)[C:5]2[O:9][C:8]([CH:10]([CH3:11])[CH3:12])=[CH:7][C:6]=2[CH:13]=1. (5) Given the reactants Br[C:2]1[C:10]2[C:5](=[CH:6][C:7]([F:11])=[CH:8][CH:9]=2)[N:4]([S:12]([C:15]2[CH:20]=[CH:19][CH:18]=[CH:17][CH:16]=2)(=[O:14])=[O:13])[CH:3]=1.[CH3:21][C:22]1[CH:27]=[CH:26][C:25](B2OC(C)(C)C(C)(C)O2)=[CH:24][N:23]=1.[O-]P([O-])([O-])=O.[K+].[K+].[K+].COC1C=CC=C(OC)C=1C1C=CC=CC=1P(C1CCCCC1)C1CCCCC1, predict the reaction product. The product is: [F:11][C:7]1[CH:6]=[C:5]2[C:10]([C:2]([C:25]3[CH:24]=[N:23][C:22]([CH3:21])=[CH:27][CH:26]=3)=[CH:3][N:4]2[S:12]([C:15]2[CH:20]=[CH:19][CH:18]=[CH:17][CH:16]=2)(=[O:14])=[O:13])=[CH:9][CH:8]=1.